Dataset: Full USPTO retrosynthesis dataset with 1.9M reactions from patents (1976-2016). Task: Predict the reactants needed to synthesize the given product. (1) The reactants are: [C-:1]#[N:2].[K+].Cl[CH2:5][C:6]1[CH:26]=[CH:25][C:9]([CH2:10][C:11]2[C:12]([NH:19][CH2:20][CH2:21][CH2:22][CH2:23][CH3:24])=[N:13][C:14]([NH2:18])=[N:15][C:16]=2[CH3:17])=[C:8]([O:27][CH3:28])[CH:7]=1. Given the product [NH2:18][C:14]1[N:15]=[C:16]([CH3:17])[C:11]([CH2:10][C:9]2[CH:25]=[CH:26][C:6]([CH2:5][C:1]#[N:2])=[CH:7][C:8]=2[O:27][CH3:28])=[C:12]([NH:19][CH2:20][CH2:21][CH2:22][CH2:23][CH3:24])[N:13]=1, predict the reactants needed to synthesize it. (2) Given the product [ClH:32].[ClH:32].[CH3:1][C@@H:2]1[CH2:6][CH2:5][CH2:4][N:3]1[CH2:7][CH2:8][C:9]1[CH:10]=[CH:11][C:12]([C:15]2[CH:24]=[C:23]3[C:18]([CH2:19][CH2:20][NH:21][CH2:22]3)=[CH:17][CH:16]=2)=[CH:13][CH:14]=1, predict the reactants needed to synthesize it. The reactants are: [CH3:1][C@@H:2]1[CH2:6][CH2:5][CH2:4][N:3]1[CH2:7][CH2:8][C:9]1[CH:14]=[CH:13][C:12]([C:15]2[CH:24]=[C:23]3[C:18]([CH2:19][CH2:20][N:21](C(OC(C)(C)C)=O)[CH2:22]3)=[CH:17][CH:16]=2)=[CH:11][CH:10]=1.[ClH:32]. (3) Given the product [Cl:19][C:17]1[CH:18]=[C:13]([NH:11][C:9]2[CH:10]=[C:4]3[CH2:3][N:2]([CH3:1])[CH2:7][CH2:6][N:5]3[N:8]=2)[C:14](=[O:21])[N:15]([CH3:20])[N:16]=1, predict the reactants needed to synthesize it. The reactants are: [CH3:1][N:2]1[CH2:7][CH2:6][N:5]2[N:8]=[C:9]([NH2:11])[CH:10]=[C:4]2[CH2:3]1.Br[C:13]1[C:14](=[O:21])[N:15]([CH3:20])[N:16]=[C:17]([Cl:19])[CH:18]=1.C(=O)([O-])[O-].[Cs+].[Cs+].CC1(C)C2C(=C(P(C3C=CC=CC=3)C3C=CC=CC=3)C=CC=2)OC2C(P(C3C=CC=CC=3)C3C=CC=CC=3)=CC=CC1=2. (4) Given the product [NH3:1].[CH2:43]([Cl:45])[Cl:44].[Cl:19][C:20]1[CH:26]=[CH:25][C:23]([NH:24][CH2:13][C:12]2[CH:15]=[CH:16][CH:17]=[CH:18][C:11]=2[O:10][CH2:9][CH2:8][CH2:7][N:1]2[CH2:6][CH2:5][CH2:4][CH2:3][CH2:2]2)=[CH:22][CH:21]=1, predict the reactants needed to synthesize it. The reactants are: [N:1]1([CH2:7][CH2:8][CH2:9][O:10][C:11]2[CH:18]=[CH:17][CH:16]=[CH:15][C:12]=2[CH:13]=O)[CH2:6][CH2:5][CH2:4][CH2:3][CH2:2]1.[Cl:19][C:20]1[CH:26]=[CH:25][C:23]([NH2:24])=[CH:22][CH:21]=1.C(O[BH-](OC(=O)C)OC(=O)C)(=O)C.[Na+].[OH-].[Na+].[CH2:43]([Cl:45])[Cl:44]. (5) Given the product [F:40][CH:30]([F:29])[C:31]1[N:32]([C:2]2[N:3]=[C:4]([N:23]3[CH2:24][CH2:25][O:26][CH2:27][CH2:28]3)[C:5]3[N:11]=[C:10]([CH2:12][N:13]4[CH2:16][CH:15]([N:17]5[CH2:18][CH2:19][O:20][CH2:21][CH2:22]5)[CH2:14]4)[CH:9]=[CH:8][C:6]=3[N:7]=2)[C:33]2[CH:39]=[CH:38][CH:37]=[CH:36][C:34]=2[N:35]=1, predict the reactants needed to synthesize it. The reactants are: Cl[C:2]1[N:3]=[C:4]([N:23]2[CH2:28][CH2:27][O:26][CH2:25][CH2:24]2)[C:5]2[N:11]=[C:10]([CH2:12][N:13]3[CH2:16][CH:15]([N:17]4[CH2:22][CH2:21][O:20][CH2:19][CH2:18]4)[CH2:14]3)[CH:9]=[CH:8][C:6]=2[N:7]=1.[F:29][CH:30]([F:40])[C:31]1[NH:35][C:34]2[CH:36]=[CH:37][CH:38]=[CH:39][C:33]=2[N:32]=1. (6) Given the product [CH3:24][C:15]1[CH:20]=[CH:19][CH:18]=[CH:17][C:16]=1[C:21]([NH:14][C:2]1[CH:3]=[CH:4][C:5]2[O:6][C:7]3[CH2:13][CH2:12][CH2:11][CH2:10][C:8]=3[C:9]=2[CH:1]=1)=[O:22], predict the reactants needed to synthesize it. The reactants are: [CH2:1]1[C:9]2[C:8]3[CH:10]=[CH:11][CH:12]=[CH:13][C:7]=3[O:6][C:5]=2[CH2:4][CH2:3][CH:2]1[NH2:14].[C:15]1([CH3:24])[C:16]([C:21](Cl)=[O:22])=[CH:17][CH:18]=[CH:19][CH:20]=1.C(N(CC)CC)C.